From a dataset of Forward reaction prediction with 1.9M reactions from USPTO patents (1976-2016). Predict the product of the given reaction. (1) Given the reactants [Cl:1][C:2]1[CH:19]=[C:18]([OH:20])[CH:17]=[C:16]([Cl:21])[C:3]=1[O:4][CH2:5][CH2:6][CH2:7][NH:8][C:9]([O:11][C:12]([CH3:15])([CH3:14])[CH3:13])=[O:10].[Cl:22][C:23](Cl)([Cl:27])[CH2:24][CH2:25]Cl.C(=O)([O-])[O-].[K+].[K+], predict the reaction product. The product is: [Cl:22][C:23]([Cl:27])=[CH:24][CH2:25][O:20][C:18]1[CH:19]=[C:2]([Cl:1])[C:3]([O:4][CH2:5][CH2:6][CH2:7][NH:8][C:9]([O:11][C:12]([CH3:14])([CH3:15])[CH3:13])=[O:10])=[C:16]([Cl:21])[CH:17]=1. (2) Given the reactants [NH2:1][C:2]1[CH:11]=[CH:10][CH:9]=[C:8]2[C:3]=1[C:4]([CH3:13])=[CH:5][NH:6][C:7]2=[O:12].Cl[C:15]1[C:24]2[C:19](=[CH:20][C:21]([O:28][CH2:29][CH3:30])=[C:22]([O:25][CH2:26][CH3:27])[CH:23]=2)[N:18]=[CH:17][C:16]=1[C:31]([NH2:33])=[O:32], predict the reaction product. The product is: [CH2:26]([O:25][C:22]1[CH:23]=[C:24]2[C:19](=[CH:20][C:21]=1[O:28][CH2:29][CH3:30])[N:18]=[CH:17][C:16]([C:31]([NH2:33])=[O:32])=[C:15]2[NH:1][C:2]1[CH:11]=[CH:10][CH:9]=[C:8]2[C:3]=1[C:4]([CH3:13])=[CH:5][NH:6][C:7]2=[O:12])[CH3:27]. (3) Given the reactants C1(N2CC[O:9]CC2)CCCC=1.[CH2:12]([O:14][C:15]1[CH:22]=[CH:21][C:18]([CH:19]=O)=[CH:17][CH:16]=1)[CH3:13].Cl.[CH:24]1[CH:29]=[CH:28][CH:27]=[CH:26]C=1, predict the reaction product. The product is: [CH2:12]([O:14][C:15]1[CH:22]=[CH:21][C:18]([CH:19]=[C:26]2[CH2:27][CH2:28][CH2:29][C:24]2=[O:9])=[CH:17][CH:16]=1)[CH3:13]. (4) Given the reactants [ClH:1].C(O[C:7](=O)[N:8]([CH2:10][CH2:11][CH2:12][NH:13][C:14]1[C:19]([CH:20]2[CH2:22][CH2:21]2)=[CH:18][N:17]=[C:16]([NH:23][C:24]2[CH:25]=[N:26][C:27]([N:30]3[CH2:35][CH2:34][O:33][CH2:32][CH2:31]3)=[CH:28][CH:29]=2)[N:15]=1)C)(C)(C)C, predict the reaction product. The product is: [ClH:1].[CH:20]1([C:19]2[C:14]([NH:13][CH2:12][CH2:11][CH2:10][NH:8][CH3:7])=[N:15][C:16]([NH:23][C:24]3[CH:25]=[N:26][C:27]([N:30]4[CH2:35][CH2:34][O:33][CH2:32][CH2:31]4)=[CH:28][CH:29]=3)=[N:17][CH:18]=2)[CH2:22][CH2:21]1. (5) Given the reactants [OH:1][Si:2]([CH3:13])([CH3:12])[C:3]1[CH:11]=[CH:10][C:6]([C:7]([OH:9])=O)=[CH:5][CH:4]=1.C(Cl)CCl.C1C=CC2N(O)N=NC=2C=1.CC([N:32]([C:36]1[CH:41]=[CH:40][C:39]([C:42]2[S:43][CH:44]=[CH:45][CH:46]=2)=[CH:38][C:37]=1[NH2:47])C(=O)[O-])(C)C.C(O)(C(F)(F)F)=O.C([O-])(O)=O.[Na+], predict the reaction product. The product is: [NH2:32][C:36]1[CH:41]=[CH:40][C:39]([C:42]2[S:43][CH:44]=[CH:45][CH:46]=2)=[CH:38][C:37]=1[NH:47][C:7](=[O:9])[C:6]1[CH:5]=[CH:4][C:3]([Si:2]([OH:1])([CH3:13])[CH3:12])=[CH:11][CH:10]=1. (6) The product is: [CH3:27][O:28][CH2:29][CH2:30][NH:31][C:2]1[N:10]=[C:9]2[C:5]([N:6]=[CH:7][N:8]2[CH:11]2[CH2:16][CH2:15][CH2:14][CH2:13][O:12]2)=[C:4]([NH2:17])[N:3]=1. Given the reactants Cl[C:2]1[N:10]=[C:9]2[C:5]([N:6]=[CH:7][N:8]2[CH:11]2[CH2:16][CH2:15][CH2:14][CH2:13][O:12]2)=[C:4]([NH2:17])[N:3]=1.C(N(C(C)C)C(C)C)C.[CH3:27][O:28][CH2:29][CH2:30][NH2:31], predict the reaction product. (7) Given the reactants [H-].[Na+].[CH:3]([C:6]1[CH:11]=[CH:10][C:9]([CH:12]2[C:16]3([CH2:21][CH2:20][N:19]([CH3:22])[CH2:18][CH2:17]3)[O:15][C:14]3[C:23]([CH3:30])=[C:24]([CH3:29])[C:25]([OH:28])=[C:26]([CH3:27])[C:13]2=3)=[CH:8][CH:7]=1)([CH3:5])[CH3:4].[CH3:31][O:32][C:33]1[CH:40]=[CH:39][C:36]([CH2:37]Cl)=[CH:35][CH:34]=1.O, predict the reaction product. The product is: [CH:3]([C:6]1[CH:7]=[CH:8][C:9]([CH:12]2[C:16]3([CH2:21][CH2:20][N:19]([CH3:22])[CH2:18][CH2:17]3)[O:15][C:14]3[C:23]([CH3:30])=[C:24]([CH3:29])[C:25]([O:28][CH2:37][C:36]4[CH:39]=[CH:40][C:33]([O:32][CH3:31])=[CH:34][CH:35]=4)=[C:26]([CH3:27])[C:13]2=3)=[CH:10][CH:11]=1)([CH3:5])[CH3:4]. (8) Given the reactants [Na+].[Na+].[Cl:3][C:4]([Cl:13])([P:9](=[O:12])([O-:11])[O-:10])[P:5](=[O:8])([OH:7])[OH:6].C(N(CCCC)CCCC)CCC, predict the reaction product. The product is: [Cl:13][C:4]([Cl:3])([P:5](=[O:6])([OH:8])[OH:7])[P:9](=[O:10])([OH:11])[OH:12].